Dataset: Reaction yield outcomes from USPTO patents with 853,638 reactions. Task: Predict the reaction yield, written as a fraction of the theoretical maximum amount of product (1.0 means a 100% yield; for example, 0.34 means a 34% yield). The reactants are [NH:1]([C:3](=[O:14])[C@H:4]([NH:6][C:7](=[O:13])[O:8][C:9]([CH3:12])([CH3:11])[CH3:10])[CH3:5])[NH2:2].CCN(C(C)C)C(C)C.[F:24][C:25]([F:36])([F:35])[C:26](O[C:26](=[O:27])[C:25]([F:36])([F:35])[F:24])=[O:27]. The yield is 0.400. The catalyst is C(#N)C. The product is [O:14]=[C:3]([NH:1][NH:2][C:26](=[O:27])[C:25]([F:36])([F:35])[F:24])[C@H:4]([NH:6][C:7](=[O:13])[O:8][C:9]([CH3:10])([CH3:12])[CH3:11])[CH3:5].